From a dataset of Full USPTO retrosynthesis dataset with 1.9M reactions from patents (1976-2016). Predict the reactants needed to synthesize the given product. (1) The reactants are: [CH3:1][O:2][C:3]1[CH:4]=[C:5]2[O:9][C:8]([C:10]3[N:11]=[C:12]4[CH:17]=[CH:16][C:15]([CH3:18])=[N:14][N:13]4[CH:19]=3)=[CH:7][C:6]2=[C:20]([OH:22])[CH:21]=1.[Br:23][C:24]1[S:25][CH:26]=[C:27]([CH2:29]Br)[N:28]=1.C(=O)([O-])[O-].[K+].[K+]. Given the product [Br:23][C:24]1[S:25][CH:26]=[C:27]([CH2:29][O:22][C:20]2[C:6]3[CH:7]=[C:8]([C:10]4[N:11]=[C:12]5[CH:17]=[CH:16][C:15]([CH3:18])=[N:14][N:13]5[CH:19]=4)[O:9][C:5]=3[CH:4]=[C:3]([O:2][CH3:1])[CH:21]=2)[N:28]=1, predict the reactants needed to synthesize it. (2) Given the product [S:25]([C:22]1[CH:23]=[CH:24][C:19]([C:8]2[CH2:9][CH2:10][CH2:11][C:12]3[CH:17]=[C:16]([OH:18])[CH:15]=[CH:14][C:13]=3[C:7]=2[CH2:6][CH2:5][CH2:4][CH2:3][CH2:2][N:30]([CH3:29])[CH2:31][CH2:32][CH2:33][S:34]([CH2:37][CH2:38][CH2:39][C:40]([F:46])([F:45])[C:41]([F:42])([F:43])[F:44])(=[O:35])=[O:36])=[CH:20][CH:21]=1)([CH3:28])(=[O:27])=[O:26], predict the reactants needed to synthesize it. The reactants are: Br[CH2:2][CH2:3][CH2:4][CH2:5][CH2:6][C:7]1[C:13]2[CH:14]=[CH:15][C:16]([OH:18])=[CH:17][C:12]=2[CH2:11][CH2:10][CH2:9][C:8]=1[C:19]1[CH:24]=[CH:23][C:22]([S:25]([CH3:28])(=[O:27])=[O:26])=[CH:21][CH:20]=1.[CH3:29][NH:30][CH2:31][CH2:32][CH2:33][S:34]([CH2:37][CH2:38][CH2:39][C:40]([F:46])([F:45])[C:41]([F:44])([F:43])[F:42])(=[O:36])=[O:35]. (3) Given the product [Cl:16][C:11]1[CH:10]=[C:9]([NH:8][C:5]2[N:4]=[C:3]([S:17]([CH3:20])(=[O:19])=[O:18])[C:2]([C:29]3[CH:30]=[C:31]([C:35]([O:37][CH2:38][CH3:39])=[O:36])[CH:32]=[N:33][CH:34]=3)=[CH:7][N:6]=2)[CH:14]=[CH:13][C:12]=1[F:15], predict the reactants needed to synthesize it. The reactants are: Br[C:2]1[C:3]([S:17]([CH3:20])(=[O:19])=[O:18])=[N:4][C:5]([NH:8][C:9]2[CH:14]=[CH:13][C:12]([F:15])=[C:11]([Cl:16])[CH:10]=2)=[N:6][CH:7]=1.CC1(C)C(C)(C)OB([C:29]2[CH:30]=[C:31]([C:35]([O:37][CH2:38][CH3:39])=[O:36])[CH:32]=[N:33][CH:34]=2)O1.C(Cl)Cl.C(=O)([O-])[O-].[Na+].[Na+]. (4) Given the product [NH2:23][C:8]1[N:7]=[C:6]([NH:5][CH2:1][CH2:2][CH2:3][CH3:4])[N:14]=[C:13]2[C:9]=1[NH:10][C:11](=[O:21])[N:12]2[CH2:15][CH:16]1[CH2:20][CH2:19][O:18][CH2:17]1, predict the reactants needed to synthesize it. The reactants are: [CH2:1]([NH:5][C:6]1[N:14]=[C:13]2[C:9]([N:10]=[C:11]([O:21]C)[N:12]2[CH2:15][CH:16]2[CH2:20][CH2:19][O:18][CH2:17]2)=[C:8]([NH2:23])[N:7]=1)[CH2:2][CH2:3][CH3:4].Cl.O.[OH-].[Na+]. (5) Given the product [OH:49][CH2:48][CH2:47][CH2:46][CH2:45][NH:44][C:11]([C:7]1[CH:6]=[C:5]2[C:10](=[CH:9][CH:8]=1)[N:1]=[CH:2][CH:3]=[CH:4]2)=[O:13], predict the reactants needed to synthesize it. The reactants are: [N:1]1[C:10]2[C:5](=[CH:6][C:7]([C:11]([OH:13])=O)=[CH:8][CH:9]=2)[CH:4]=[CH:3][CH:2]=1.C(N(CC)CC)C.O.ON1C2C=CC=CC=2N=N1.Cl.CN(C)CCCN=C=NCC.[NH2:44][CH2:45][CH2:46][CH2:47][CH2:48][OH:49]. (6) Given the product [F:1][C:2]1[CH:7]=[CH:6][C:5]([C:8]2[C:9]3[CH:21]=[CH:20][C:19](=[O:22])[N:18]([C:23]4[CH:28]=[CH:27][CH:26]=[CH:25][C:24]=4[CH3:29])[C:10]=3[N:11]=[C:12]([NH:34][CH:33]([CH2:41][OH:42])[CH2:31][OH:32])[N:13]=2)=[C:4]([CH3:30])[CH:3]=1, predict the reactants needed to synthesize it. The reactants are: [F:1][C:2]1[CH:7]=[CH:6][C:5]([C:8]2[C:9]3[CH:21]=[CH:20][C:19](=[O:22])[N:18]([C:23]4[CH:28]=[CH:27][CH:26]=[CH:25][C:24]=4[CH3:29])[C:10]=3[N:11]=[C:12](S(C)(=O)=O)[N:13]=2)=[C:4]([CH3:30])[CH:3]=1.[CH2:31]([CH2:33][NH2:34])[OH:32].O.CN1[C:41](=[O:42])CCC1. (7) Given the product [CH2:26]([O:3][C:4]1[C:9]2[CH2:10][O:11][C@:12]3([CH3:24])[C@H:16]([C:8]=2[CH:7]=[CH:6][CH:5]=1)[CH2:15][N:14]([C:17]([O:19][C:20]([CH3:23])([CH3:22])[CH3:21])=[O:18])[CH2:13]3)[CH3:27], predict the reactants needed to synthesize it. The reactants are: [H-].[Na+].[OH:3][C:4]1[C:9]2[CH2:10][O:11][C@:12]3([CH3:24])[C@H:16]([C:8]=2[CH:7]=[CH:6][CH:5]=1)[CH2:15][N:14]([C:17]([O:19][C:20]([CH3:23])([CH3:22])[CH3:21])=[O:18])[CH2:13]3.I[CH2:26][CH3:27]. (8) Given the product [Cl:33][C:34]1[N:35]=[CH:36][N:37]=[C:38]([NH:21][CH:19]([CH3:20])[CH2:18][C:17]#[C:16][C:13]2[CH:12]=[CH:11][C:10]([O:9][C:5]3[CH:4]=[C:3]([C:2]([F:22])([F:1])[F:23])[CH:8]=[CH:7][N:6]=3)=[CH:15][CH:14]=2)[C:39]=1[NH:40][CH3:41], predict the reactants needed to synthesize it. The reactants are: [F:1][C:2]([F:23])([F:22])[C:3]1[CH:8]=[CH:7][N:6]=[C:5]([O:9][C:10]2[CH:15]=[CH:14][C:13]([C:16]#[C:17][CH2:18][CH:19]([NH2:21])[CH3:20])=[CH:12][CH:11]=2)[CH:4]=1.C(N(C(C)C)CC)(C)C.[Cl:33][C:34]1[C:39]([NH:40][CH3:41])=[C:38](Cl)[N:37]=[CH:36][N:35]=1.O. (9) Given the product [C:14]([O:6][CH:4]([CH2:3][CH:2]([O:7][C:25](=[O:26])[C:24]1[CH:23]=[CH:27][CH:11]=[CH:10][CH:9]=1)[CH3:1])[CH3:5])(=[O:21])[C:15]1[CH:20]=[CH:19][CH:18]=[CH:17][CH:16]=1, predict the reactants needed to synthesize it. The reactants are: [CH3:1][CH:2]([OH:7])[CH2:3][CH:4]([OH:6])[CH3:5].N1C=C[CH:11]=[CH:10][CH:9]=1.[C:14](Cl)(=[O:21])[C:15]1[CH:20]=[CH:19][CH:18]=[CH:17][CH:16]=1.[CH2:23]1[CH2:27][O:26][CH2:25][CH2:24]1. (10) Given the product [CH:28]1([C:31]2[N:33]=[C:13]([CH2:12][N:9]3[C:7](=[O:8])[C:5]4=[CH:6][CH:1]=[CH:2][CH:3]=[C:4]4[C:10]3=[O:11])[O:15][N:32]=2)[CH2:30][CH2:29]1, predict the reactants needed to synthesize it. The reactants are: [CH:1]1[CH:6]=[C:5]2[C:7]([N:9]([CH2:12][C:13]([OH:15])=O)[C:10](=[O:11])[C:4]2=[CH:3][CH:2]=1)=[O:8].C(N1C=CN=C1)(N1C=CN=C1)=O.[CH:28]1([C:31](=[N:33]O)[NH2:32])[CH2:30][CH2:29]1.O.